This data is from Full USPTO retrosynthesis dataset with 1.9M reactions from patents (1976-2016). The task is: Predict the reactants needed to synthesize the given product. The reactants are: [NH:1]1[C:11]2[C:6](=[CH:7][CH:8]=[CH:9][CH:10]=2)[C:4](=O)[C:2]1=[O:3].[CH:12]1([CH2:15][NH2:16])[CH2:14][CH2:13]1.[O-]S([O-])(=O)=O.[Mg+2].[C:23]([S-:25])#[N:24].[K+].C1C=CC(N=N[C:35]2[CH:36]=[CH:37][C:38](N)=[N:39][C:40]=2N)=CC=1.Cl.Cl.[N+](CC1CC1)#[C-]. Given the product [CH:12]1([CH2:15][N:16]2[C:4]3([C:6]4[C:11](=[CH:10][CH:9]=[CH:8][CH:7]=4)[NH:1][C:2]3=[O:3])/[C:40](=[N:39]/[CH2:38][CH:37]3[CH2:35][CH2:36]3)/[NH:24][C:23]2=[S:25])[CH2:14][CH2:13]1, predict the reactants needed to synthesize it.